Dataset: Full USPTO retrosynthesis dataset with 1.9M reactions from patents (1976-2016). Task: Predict the reactants needed to synthesize the given product. Given the product [Cl:22][C:13]1[CH:14]=[C:15]([CH:16]=[CH:17][C:12]=1[Cl:11])[CH2:18][NH:19][C:20]([NH:1][C:2]1[CH:10]=[CH:9][CH:8]=[C:7]2[C:3]=1[CH:4]=[CH:5][NH:6]2)=[O:21], predict the reactants needed to synthesize it. The reactants are: [NH2:1][C:2]1[CH:10]=[CH:9][CH:8]=[C:7]2[C:3]=1[CH:4]=[CH:5][NH:6]2.[Cl:11][C:12]1[CH:17]=[CH:16][C:15]([CH2:18][N:19]=[C:20]=[O:21])=[CH:14][C:13]=1[Cl:22].CCCCCC.